This data is from Reaction yield outcomes from USPTO patents with 853,638 reactions. The task is: Predict the reaction yield, written as a fraction of the theoretical maximum amount of product (1.0 means a 100% yield; for example, 0.34 means a 34% yield). (1) The reactants are [Cl:1][C:2]1[CH:3]=[C:4]2[C:9](=[CH:10][C:11]=1[O:12][C:13]1[CH:21]=[CH:20][C:16]([C:17]([OH:19])=O)=[CH:15][CH:14]=1)[O:8][CH2:7][CH2:6][CH:5]2[C:22]([O:24][CH2:25][CH3:26])=[O:23].C(Cl)(=O)C(Cl)=O.[Br:33][C:34]1[CH:35]=[CH:36][C:37]([NH2:40])=[N:38][CH:39]=1.N1C=CC=CC=1. The catalyst is C(Cl)Cl.CN(C=O)C.C(OCC)(=O)C. The product is [Br:33][C:34]1[CH:35]=[CH:36][C:37]([NH:40][C:17]([C:16]2[CH:15]=[CH:14][C:13]([O:12][C:11]3[CH:10]=[C:9]4[C:4]([CH:5]([C:22]([O:24][CH2:25][CH3:26])=[O:23])[CH2:6][CH2:7][O:8]4)=[CH:3][C:2]=3[Cl:1])=[CH:21][CH:20]=2)=[O:19])=[N:38][CH:39]=1. The yield is 0.693. (2) The reactants are [Br:1][C:2]1[CH:7]=[CH:6][C:5]([C:8]2(O)[C:16]3[C:11](=[CH:12][CH:13]=[CH:14][CH:15]=3)[N:10]([CH2:17][C:18]3[O:19][C:20]([C:23]([F:26])([F:25])[F:24])=[CH:21][CH:22]=3)[C:9]2=[O:27])=[C:4]([OH:29])[CH:3]=1.C([SiH](CC)CC)C.FC(F)(F)C(O)=O. No catalyst specified. The product is [Br:1][C:2]1[CH:7]=[CH:6][C:5]([CH:8]2[C:16]3[C:11](=[CH:12][CH:13]=[CH:14][CH:15]=3)[N:10]([CH2:17][C:18]3[O:19][C:20]([C:23]([F:26])([F:25])[F:24])=[CH:21][CH:22]=3)[C:9]2=[O:27])=[C:4]([OH:29])[CH:3]=1. The yield is 0.820. (3) The reactants are [F:1][C:2]1[CH:7]=[CH:6][C:5]([C@@:8]([CH3:26])([CH2:21][CH2:22][CH:23]([CH3:25])[CH3:24])[C:9](N[C@H](C2C=CC=CC=2)CO)=[O:10])=[CH:4][CH:3]=1.S(=O)(=O)(O)[OH:28]. The catalyst is O1CCOCC1. The product is [F:1][C:2]1[CH:3]=[CH:4][C:5]([C@@:8]([CH3:26])([CH2:21][CH2:22][CH:23]([CH3:25])[CH3:24])[C:9]([OH:10])=[O:28])=[CH:6][CH:7]=1. The yield is 1.00. (4) The reactants are [CH2:1]([CH:8]([C:11]#[N:12])[C:9]#[N:10])[C:2]1[CH:7]=[CH:6][CH:5]=[CH:4][CH:3]=1.[H-].[Na+].Br[CH2:16][CH2:17][C:18]([F:22])=[C:19]([F:21])[F:20]. The catalyst is CN(C)C=O. The product is [CH2:1]([C:8]([CH2:16][CH2:17][C:18]([F:22])=[C:19]([F:21])[F:20])([C:9]#[N:10])[C:11]#[N:12])[C:2]1[CH:7]=[CH:6][CH:5]=[CH:4][CH:3]=1. The yield is 0.570. (5) The reactants are Br[C:2]1[N:7]=[N:6][C:5]([NH2:8])=[N:4][C:3]=1[C:9]1[CH:14]=[CH:13][CH:12]=[CH:11][CH:10]=1.[NH2:15][C:16]1[CH:17]=[C:18]([OH:22])[CH:19]=[CH:20][CH:21]=1. No catalyst specified. The product is [NH2:15][C:16]1[CH:17]=[C:18]([CH:19]=[CH:20][CH:21]=1)[O:22][C:2]1[N:7]=[N:6][C:5]([NH2:8])=[N:4][C:3]=1[C:9]1[CH:14]=[CH:13][CH:12]=[CH:11][CH:10]=1. The yield is 0.0800. (6) The reactants are [C:1]([C:3]1[C:28](=[O:29])[C@@H:27]([CH3:30])[C@@H:6]2[CH2:7][CH2:8][C:9]3[C:10]([C:16]4[CH:17]=[C:18]([CH2:22][CH2:23][C:24](Cl)=[O:25])[CH:19]=[CH:20][CH:21]=4)=[N:11][C:12]([CH3:15])=[N:13][C:14]=3[C@@:5]2([C:31]2[CH:36]=[CH:35][CH:34]=[CH:33][CH:32]=2)[CH:4]=1)#[N:2].[OH-].[NH4+:38].CO. The catalyst is ClCCl. The product is [C:1]([C:3]1[C:28](=[O:29])[C@@H:27]([CH3:30])[C@@H:6]2[CH2:7][CH2:8][C:9]3[C:10]([C:16]4[CH:17]=[C:18]([CH2:22][CH2:23][C:24]([NH2:38])=[O:25])[CH:19]=[CH:20][CH:21]=4)=[N:11][C:12]([CH3:15])=[N:13][C:14]=3[C@@:5]2([C:31]2[CH:36]=[CH:35][CH:34]=[CH:33][CH:32]=2)[CH:4]=1)#[N:2]. The yield is 0.260. (7) The reactants are [F:1][C:2]1[CH:7]=[C:6]([O:8][CH3:9])[C:5]([F:10])=[CH:4][C:3]=1B(O)O.I[C:15]1[C:23]2[C:18](=[N:19][CH:20]=[N:21][C:22]=2[NH2:24])[N:17]([CH:25]([CH3:27])[CH3:26])[N:16]=1.C([O-])([O-])=O.[Na+].[Na+]. The catalyst is CCO.COCCOC.C1C=CC([P]([Pd]([P](C2C=CC=CC=2)(C2C=CC=CC=2)C2C=CC=CC=2)([P](C2C=CC=CC=2)(C2C=CC=CC=2)C2C=CC=CC=2)[P](C2C=CC=CC=2)(C2C=CC=CC=2)C2C=CC=CC=2)(C2C=CC=CC=2)C2C=CC=CC=2)=CC=1. The product is [F:1][C:2]1[CH:7]=[C:6]([O:8][CH3:9])[C:5]([F:10])=[CH:4][C:3]=1[C:15]1[C:23]2[C:18](=[N:19][CH:20]=[N:21][C:22]=2[NH2:24])[N:17]([CH:25]([CH3:27])[CH3:26])[N:16]=1. The yield is 0.170.